Dataset: Reaction yield outcomes from USPTO patents with 853,638 reactions. Task: Predict the reaction yield, written as a fraction of the theoretical maximum amount of product (1.0 means a 100% yield; for example, 0.34 means a 34% yield). The reactants are [CH3:1][O:2][C:3]1[CH:27]=[C:26]([O:28][CH3:29])[CH:25]=[CH:24][C:4]=1[CH2:5][N:6]1[C:9](=[O:10])[C@@H:8]([NH:11][C:12](=[O:21])[O:13][CH2:14][C:15]2[CH:20]=[CH:19][CH:18]=[CH:17][CH:16]=2)[C@H:7]1[CH2:22]O.[Si:30]([O:37][CH2:38][C:39]1[N:40]=[N:41][NH:42][CH:43]=1)([C:33]([CH3:36])([CH3:35])[CH3:34])([CH3:32])[CH3:31].C1C=CC(P(C2C=CC=CC=2)C2C=CC=CC=2)=CC=1.CC(OC(/N=N/C(OC(C)C)=O)=O)C. The catalyst is C1COCC1. The product is [Si:30]([O:37][CH2:38][C:39]1[CH:43]=[N:42][N:41]([CH2:22][C@@H:7]2[C@H:8]([NH:11][C:12](=[O:21])[O:13][CH2:14][C:15]3[CH:20]=[CH:19][CH:18]=[CH:17][CH:16]=3)[C:9](=[O:10])[N:6]2[CH2:5][C:4]2[CH:24]=[CH:25][C:26]([O:28][CH3:29])=[CH:27][C:3]=2[O:2][CH3:1])[N:40]=1)([C:33]([CH3:36])([CH3:34])[CH3:35])([CH3:32])[CH3:31]. The yield is 0.890.